This data is from Catalyst prediction with 721,799 reactions and 888 catalyst types from USPTO. The task is: Predict which catalyst facilitates the given reaction. (1) Reactant: C[O:2][C:3]([C:5]1[CH:14]=[CH:13][C:12]2[C:7](=[CH:8][CH:9]=[C:10]([N:15]3[CH2:20][CH2:19][CH2:18][CH2:17][CH2:16]3)[CH:11]=2)[CH:6]=1)=[O:4].[OH-].[Li+].Cl. Product: [N:15]1([C:10]2[CH:11]=[C:12]3[C:7](=[CH:8][CH:9]=2)[CH:6]=[C:5]([C:3]([OH:4])=[O:2])[CH:14]=[CH:13]3)[CH2:16][CH2:17][CH2:18][CH2:19][CH2:20]1. The catalyst class is: 738. (2) Reactant: Cl.[Br:2][C:3]1[CH:8]=[CH:7][CH:6]=[CH:5][C:4]=1[NH:9]N.[N:11]12[CH2:19][CH2:18][CH:15]([CH2:16][CH2:17]1)[C:14](=O)[CH2:13][CH2:12]2.Cl. Product: [Br:2][C:3]1[C:4]2[NH:9][C:14]3[CH:15]4[CH2:18][CH2:19][N:11]([CH2:12][C:13]=3[C:5]=2[CH:6]=[CH:7][CH:8]=1)[CH2:17][CH2:16]4. The catalyst class is: 15. (3) Reactant: [OH:1][C:2]1[CH:17]=[C:16]([OH:18])[CH:15]=[CH:14][C:3]=1[C:4]([NH:6][CH:7]([CH3:13])[C:8](OCC)=[O:9])=[O:5].[NH2:19][NH2:20]. Product: [NH:19]([C:8](=[O:9])[CH:7]([NH:6][C:4](=[O:5])[C:3]1[CH:14]=[CH:15][C:16]([OH:18])=[CH:17][C:2]=1[OH:1])[CH3:13])[NH2:20]. The catalyst class is: 5. (4) Reactant: [C:1]1(=[O:11])[C:10]2[C:5](=[CH:6][CH:7]=[CH:8][CH:9]=2)[CH2:4][CH2:3][CH2:2]1.CC([O-])(C)C.[K+]. Product: [C@@H:1]1([OH:11])[C:10]2[C:5](=[CH:6][CH:7]=[CH:8][CH:9]=2)[CH2:4][CH2:3][CH2:2]1. The catalyst class is: 41. (5) Reactant: [Br:1][C:2]1[CH:9]=[CH:8][C:5]([C:6]#[N:7])=[CH:4][C:3]=1[CH2:10]Br.[CH3:12][C@H:13]1[CH2:18][O:17][CH2:16][CH2:15][NH:14]1.C(=O)([O-])[O-].[K+].[K+]. Product: [Br:1][C:2]1[CH:9]=[CH:8][C:5]([C:6]#[N:7])=[CH:4][C:3]=1[CH2:10][N:14]1[CH2:15][CH2:16][O:17][CH2:18][C@@H:13]1[CH3:12]. The catalyst class is: 3.